This data is from Catalyst prediction with 721,799 reactions and 888 catalyst types from USPTO. The task is: Predict which catalyst facilitates the given reaction. (1) Reactant: Cl[C:2]1[S:6][N:5]=[C:4]([C:7]2[CH:12]=[CH:11][CH:10]=[C:9]([F:13])[CH:8]=2)[N:3]=1.FC(F)(F)C(O)=O.[O:21]1[C:25]2[CH:26]=[CH:27][CH:28]=[CH:29][C:24]=2[C:23]([NH:30][C:31]([N:33]2[CH2:38][CH2:37][NH:36][CH2:35][CH2:34]2)=[O:32])=[N:22]1.C(N(CC)CC)C.O. Product: [O:21]1[C:25]2[CH:26]=[CH:27][CH:28]=[CH:29][C:24]=2[C:23]([NH:30][C:31]([N:33]2[CH2:38][CH2:37][N:36]([C:2]3[S:6][N:5]=[C:4]([C:7]4[CH:12]=[CH:11][CH:10]=[C:9]([F:13])[CH:8]=4)[N:3]=3)[CH2:35][CH2:34]2)=[O:32])=[N:22]1. The catalyst class is: 9. (2) Reactant: [CH3:1][N:2]1[C:6]([O:7][CH:8]2[CH2:11][O:10][CH2:9]2)=[C:5]([CH2:12]O)[C:4]([C:14]([F:17])([F:16])[F:15])=[N:3]1.C1(P(C2C=CC=CC=2)C2C=CC=CC=2)C=CC=CC=1.C(Br)(Br)(Br)[Br:38]. Product: [Br:38][CH2:12][C:5]1[C:4]([C:14]([F:17])([F:16])[F:15])=[N:3][N:2]([CH3:1])[C:6]=1[O:7][CH:8]1[CH2:11][O:10][CH2:9]1. The catalyst class is: 4.